From a dataset of Full USPTO retrosynthesis dataset with 1.9M reactions from patents (1976-2016). Predict the reactants needed to synthesize the given product. (1) Given the product [CH:1]1([C@@H:4]([N:6]([CH2:7][C:8]2[NH:9][C:10](=[O:18])[C:11]3[CH2:17][O:16][CH2:15][CH2:14][C:12]=3[N:13]=2)[C:33](=[O:34])[CH2:32][N:29]2[CH2:30][CH2:31][CH:26]([C:24](=[O:25])[C:23]3[CH:22]=[CH:21][C:20]([F:19])=[CH:37][CH:36]=3)[CH2:27][CH2:28]2)[CH3:5])[CH2:3][CH2:2]1, predict the reactants needed to synthesize it. The reactants are: [CH:1]1([C@@H:4]([NH:6][CH2:7][C:8]2[NH:9][C:10](=[O:18])[C:11]3[CH2:17][O:16][CH2:15][CH2:14][C:12]=3[N:13]=2)[CH3:5])[CH2:3][CH2:2]1.[F:19][C:20]1[CH:37]=[CH:36][C:23]([C:24]([CH:26]2[CH2:31][CH2:30][N:29]([CH2:32][C:33](O)=[O:34])[CH2:28][CH2:27]2)=[O:25])=[CH:22][CH:21]=1. (2) The reactants are: [CH3:1][C:2]([O:5][C:6]([C@@H:8]([NH2:15])[C:9]1C=CC=CC=1)=[O:7])([CH3:4])[CH3:3].[ClH:16].Cl.C(OC(=O)[C@H:24]([CH2:26][C:27]1[CH:32]=[CH:31][CH:30]=[CH:29][CH:28]=1)[NH2:25])(C)(C)C. Given the product [NH2:15][C@H:8]([C:6]([O:5][C:2]([CH3:4])([CH3:3])[CH3:1])=[O:7])[CH2:9][C:26]1[C:27]2[C:28](=[CH:29][CH:30]=[CH:31][CH:32]=2)[NH:25][CH:24]=1.[ClH:16], predict the reactants needed to synthesize it.